This data is from NCI-60 drug combinations with 297,098 pairs across 59 cell lines. The task is: Regression. Given two drug SMILES strings and cell line genomic features, predict the synergy score measuring deviation from expected non-interaction effect. (1) Drug 1: C1=CC(=C2C(=C1NCCNCCO)C(=O)C3=C(C=CC(=C3C2=O)O)O)NCCNCCO. Drug 2: CC1=C(C(=O)C2=C(C1=O)N3CC4C(C3(C2COC(=O)N)OC)N4)N. Cell line: CCRF-CEM. Synergy scores: CSS=73.8, Synergy_ZIP=2.29, Synergy_Bliss=1.94, Synergy_Loewe=0.718, Synergy_HSA=4.39. (2) Drug 1: C1CCC(C1)C(CC#N)N2C=C(C=N2)C3=C4C=CNC4=NC=N3. Drug 2: C1=NC2=C(N=C(N=C2N1C3C(C(C(O3)CO)O)O)F)N. Cell line: SN12C. Synergy scores: CSS=5.56, Synergy_ZIP=-7.47, Synergy_Bliss=-5.47, Synergy_Loewe=-7.21, Synergy_HSA=-6.74. (3) Drug 1: CCC1(C2=C(COC1=O)C(=O)N3CC4=CC5=C(C=CC(=C5CN(C)C)O)N=C4C3=C2)O.Cl. Drug 2: CC12CCC3C(C1CCC2OP(=O)(O)O)CCC4=C3C=CC(=C4)OC(=O)N(CCCl)CCCl.[Na+]. Cell line: SF-539. Synergy scores: CSS=19.3, Synergy_ZIP=-2.34, Synergy_Bliss=-5.41, Synergy_Loewe=-24.7, Synergy_HSA=-13.9. (4) Drug 1: C1CN(CCN1C(=O)CCBr)C(=O)CCBr. Drug 2: CC1C(C(CC(O1)OC2CC(CC3=C2C(=C4C(=C3O)C(=O)C5=C(C4=O)C(=CC=C5)OC)O)(C(=O)CO)O)N)O.Cl. Cell line: KM12. Synergy scores: CSS=33.8, Synergy_ZIP=-1.68, Synergy_Bliss=-1.99, Synergy_Loewe=0.164, Synergy_HSA=0.551.